This data is from Full USPTO retrosynthesis dataset with 1.9M reactions from patents (1976-2016). The task is: Predict the reactants needed to synthesize the given product. (1) Given the product [CH2:1]([C:3]1[C:7]2[CH:8]=[CH:9][C:10]([C:12]([F:13])([F:14])[F:15])=[CH:11][C:6]=2[S:5][C:4]=1[CH:16]=[CH:19][C:18]([C:21]1[CH:26]=[CH:25][C:24]([CH:27]=[CH:28][C:29]([O:31][CH3:32])=[O:30])=[C:23]([CH3:33])[CH:22]=1)=[O:20])[CH3:2], predict the reactants needed to synthesize it. The reactants are: [CH2:1]([C:3]1[C:7]2[CH:8]=[CH:9][C:10]([C:12]([F:15])([F:14])[F:13])=[CH:11][C:6]=2[S:5][C:4]=1[CH:16]=O)[CH3:2].[C:18]([C:21]1[CH:26]=[CH:25][C:24]([CH:27]=[CH:28][C:29]([O:31][CH3:32])=[O:30])=[C:23]([CH3:33])[CH:22]=1)(=[O:20])[CH3:19]. (2) The reactants are: [CH3:1][O:2][C:3]1[NH:12][C:11](=[O:13])[C:10]2[CH2:9][CH2:8][CH2:7][CH2:6][C:5]=2[N:4]=1.[CH3:14][O:15][CH:16]([O:20][CH3:21])[CH2:17][CH2:18]Br.[H-].[Na+].O. Given the product [CH3:14][O:15][CH:16]([O:20][CH3:21])[CH2:17][CH2:18][N:12]1[C:11](=[O:13])[C:10]2[CH2:9][CH2:8][CH2:7][CH2:6][C:5]=2[N:4]=[C:3]1[O:2][CH3:1], predict the reactants needed to synthesize it. (3) The reactants are: FC(F)(F)C(O)=O.C([O:12][CH2:13][CH:14]([C:25]1[N:34]([C:35]2[CH:40]=[CH:39][CH:38]=[CH:37][CH:36]=2)[C:33](=[O:41])[C:32]2[C:27](=[CH:28][CH:29]=[CH:30][CH:31]=2)[N:26]=1)[NH:15][C:16]1[N:24]=[CH:23][N:22]=[C:21]2[C:17]=1[N:18]=[CH:19][NH:20]2)(C)(C)C. Given the product [OH:12][CH2:13][CH:14]([C:25]1[N:34]([C:35]2[CH:40]=[CH:39][CH:38]=[CH:37][CH:36]=2)[C:33](=[O:41])[C:32]2[C:27](=[CH:28][CH:29]=[CH:30][CH:31]=2)[N:26]=1)[NH:15][C:16]1[N:24]=[CH:23][N:22]=[C:21]2[C:17]=1[N:18]=[CH:19][NH:20]2, predict the reactants needed to synthesize it. (4) Given the product [S:5]1[C:6]2[CH2:47][O:46][CH2:51][C:2]=2[C:3]([C:8]([O:10][CH3:11])=[O:9])=[N:4]1, predict the reactants needed to synthesize it. The reactants are: Cl[C:2]1[C:3]([C:8]([O:10][CH3:11])=[O:9])=[N:4][S:5][C:6]=1Cl.CC(C1C=C(C(C)C)C(C2C=CC=CC=2P(C2CCCCC2)C2CCCCC2)=C(C(C)C)C=1)C.[O:46]1[CH2:51]COC[CH2:47]1. (5) Given the product [C:1]([SiH2:5][O:6][C:7]([CH3:25])([CH3:24])[C:8]1[CH:13]=[CH:12][N:11]=[CH:10][C:9]=1[C:14]1[N:15]([CH3:23])[C:16]2[C:21]([C:22]=1[C:31]#[N:30])=[CH:20][CH:19]=[CH:18][CH:17]=2)([CH3:4])([CH3:3])[CH3:2], predict the reactants needed to synthesize it. The reactants are: [C:1]([SiH2:5][O:6][C:7]([CH3:25])([CH3:24])[C:8]1[CH:13]=[CH:12][N:11]=[CH:10][C:9]=1[C:14]1[N:15]([CH3:23])[C:16]2[C:21]([CH:22]=1)=[CH:20][CH:19]=[CH:18][CH:17]=2)([CH3:4])([CH3:3])[CH3:2].ClS([N:30]=[C:31]=O)(=O)=O.CN(C=O)C.